Dataset: Reaction yield outcomes from USPTO patents with 853,638 reactions. Task: Predict the reaction yield, written as a fraction of the theoretical maximum amount of product (1.0 means a 100% yield; for example, 0.34 means a 34% yield). The product is [Cl:11][C:9]1[CH:10]=[C:2]([C:22]#[N:23])[CH:3]=[C:4]2[C:8]=1[C:7](=[O:12])[N:6]([CH2:13][CH:14]1[CH2:19][CH2:18][C:17]([F:21])([F:20])[CH2:16][CH2:15]1)[CH2:5]2. The catalyst is [C-]#N.[C-]#N.[Zn+2].C1C=CC([P]([Pd]([P](C2C=CC=CC=2)(C2C=CC=CC=2)C2C=CC=CC=2)([P](C2C=CC=CC=2)(C2C=CC=CC=2)C2C=CC=CC=2)[P](C2C=CC=CC=2)(C2C=CC=CC=2)C2C=CC=CC=2)(C2C=CC=CC=2)C2C=CC=CC=2)=CC=1. The reactants are Br[C:2]1[CH:3]=[C:4]2[C:8](=[C:9]([Cl:11])[CH:10]=1)[C:7](=[O:12])[N:6]([CH2:13][CH:14]1[CH2:19][CH2:18][C:17]([F:21])([F:20])[CH2:16][CH2:15]1)[CH2:5]2.[CH3:22][N:23](C=O)C. The yield is 0.800.